From a dataset of Catalyst prediction with 721,799 reactions and 888 catalyst types from USPTO. Predict which catalyst facilitates the given reaction. (1) Reactant: [NH2:1][C@H:2]([C:12](=[O:20])[NH:13][C:14]1[CH:19]=[CH:18][CH:17]=[CH:16][CH:15]=1)[CH2:3][CH2:4][CH2:5][CH2:6][CH2:7][S:8][C:9](=[O:11])[CH3:10].FC(F)(F)C([O-])=O.CCN(C(C)C)C(C)C.C1CN([P+](ON2N=NC3C=CC=CC2=3)(N2CCCC2)N2CCCC2)CC1.F[P-](F)(F)(F)(F)F.[O:70]=[C:71]1[C@H:75]([C:76](O)=[O:77])[C@@H:74]([C:79]2[CH:84]=[CH:83][CH:82]=[CH:81][CH:80]=2)[CH2:73][NH:72]1. Product: [O:70]=[C:71]1[CH:75]([C:76]([NH:1][C@H:2]([C:12](=[O:20])[NH:13][C:14]2[CH:15]=[CH:16][CH:17]=[CH:18][CH:19]=2)[CH2:3][CH2:4][CH2:5][CH2:6][CH2:7][S:8][C:9](=[O:11])[CH3:10])=[O:77])[CH:74]([C:79]2[CH:84]=[CH:83][CH:82]=[CH:81][CH:80]=2)[CH2:73][NH:72]1. The catalyst class is: 59. (2) Reactant: C(N(CC)CC)C.Br[CH2:9][CH2:10][CH2:11][CH2:12][C:13]([O:15][CH2:16][CH3:17])=[O:14].[CH2:18]([O:20][C:21](=[O:31])[CH2:22][NH:23][CH2:24][C:25]1[CH:30]=[CH:29][CH:28]=[CH:27][CH:26]=1)[CH3:19]. Product: [CH2:24]([N:23]([CH2:22][C:21]([O:20][CH2:18][CH3:19])=[O:31])[CH2:9][CH2:10][CH2:11][CH2:12][C:13]([O:15][CH2:16][CH3:17])=[O:14])[C:25]1[CH:30]=[CH:29][CH:28]=[CH:27][CH:26]=1. The catalyst class is: 10. (3) Product: [CH3:35][N:36]([CH3:37])[CH2:19][CH2:18][N:5]1[C:4](=[O:21])[C:3]([C:22]2[N:26]([C:27]3[CH:34]=[CH:33][C:30]([C:31]#[N:32])=[CH:29][CH:28]=3)[N:25]=[CH:24][CH:23]=2)=[C:2]([CH3:1])[N:7]([C:8]2[CH:13]=[CH:12][CH:11]=[C:10]([C:14]([F:16])([F:15])[F:17])[CH:9]=2)[C:6]1=[O:40]. The catalyst class is: 30. Reactant: [CH3:1][C:2]1[N:7]([C:8]2[CH:13]=[CH:12][CH:11]=[C:10]([C:14]([F:17])([F:16])[F:15])[CH:9]=2)[CH2:6][N:5]([CH2:18][CH:19]=O)[C:4](=[O:21])[C:3]=1[C:22]1[N:26]([C:27]2[CH:34]=[CH:33][C:30]([C:31]#[N:32])=[CH:29][CH:28]=2)[N:25]=[CH:24][CH:23]=1.[CH3:35][NH:36][CH3:37].C(O)(=[O:40])C.C(O[BH-](OC(=O)C)OC(=O)C)(=O)C.[Na+].